From a dataset of Catalyst prediction with 721,799 reactions and 888 catalyst types from USPTO. Predict which catalyst facilitates the given reaction. (1) Product: [OH:1][C:2]1[CH:3]=[C:4]([CH:9]=[C:10]([N:12]([CH2:17][CH2:18][N:19]2[CH2:20][CH2:21][O:22][CH2:23][CH2:24]2)[S:13]([CH3:16])(=[O:15])=[O:14])[CH:11]=1)[C:5]([OH:7])=[O:6]. The catalyst class is: 5. Reactant: [OH:1][C:2]1[CH:3]=[C:4]([CH:9]=[C:10]([N:12]([CH2:17][CH2:18][N:19]2[CH2:24][CH2:23][O:22][CH2:21][CH2:20]2)[S:13]([CH3:16])(=[O:15])=[O:14])[CH:11]=1)[C:5]([O:7]C)=[O:6].[OH-].[Na+].Cl. (2) Reactant: [C:1](OC(=O)C)(=[O:3])[CH3:2].[CH2:8]([O:10][C:11]([C:13]1[C:17]([NH2:18])=[CH:16][N:15]([CH2:19][C:20]2[CH:25]=[CH:24][C:23]([O:26][CH3:27])=[CH:22][CH:21]=2)[N:14]=1)=[O:12])[CH3:9]. Product: [CH2:8]([O:10][C:11]([C:13]1[C:17]([NH:18][C:1](=[O:3])[CH3:2])=[CH:16][N:15]([CH2:19][C:20]2[CH:21]=[CH:22][C:23]([O:26][CH3:27])=[CH:24][CH:25]=2)[N:14]=1)=[O:12])[CH3:9]. The catalyst class is: 17. (3) Reactant: [Cl:1][C:2]1[C:7]([N:8]2[CH2:13][CH2:12][CH:11]([NH:14][CH:15]3[CH2:18][O:17][CH2:16]3)[CH2:10][CH2:9]2)=[CH:6][C:5]([C:19]#[N:20])=[CH:4][C:3]=1[NH:21][C:22]1[N:27]=[C:26]([NH:28][CH2:29][CH3:30])[C:25]2=[N:31][CH:32]=[C:33]([C:34]#[N:35])[N:24]2[N:23]=1.C1[CH2:40][O:39][CH2:38]C1.CCN(C(C)C)C(C)C.C[OH:51]. Product: [CH3:38][O:39][C:40](=[O:51])[N:14]([CH:11]1[CH2:12][CH2:13][N:8]([C:7]2[CH:6]=[C:5]([C:19]#[N:20])[CH:4]=[C:3]([NH:21][C:22]3[N:27]=[C:26]([NH:28][CH2:29][CH3:30])[C:25]4=[N:31][CH:32]=[C:33]([C:34]#[N:35])[N:24]4[N:23]=3)[C:2]=2[Cl:1])[CH2:9][CH2:10]1)[CH:15]1[CH2:18][O:17][CH2:16]1. The catalyst class is: 25. (4) Reactant: [Br:1][C:2]1[CH:7]=[CH:6][C:5]([C:8]2[CH:13]=[CH:12][C:11]([Br:14])=[CH:10][C:9]=2[N+:15]([O-])=O)=[C:4]([N+:18]([O-])=O)[CH:3]=1.Cl.[Sn].[OH-].[Na+]. Product: [Br:1][C:2]1[CH:3]=[C:4]([NH2:18])[C:5]([C:8]2[C:9]([NH2:15])=[CH:10][C:11]([Br:14])=[CH:12][CH:13]=2)=[CH:6][CH:7]=1. The catalyst class is: 8. (5) Reactant: [NH2:1][C@H:2]1[CH2:7][CH2:6][CH2:5][CH2:4][C@H:3]1[NH:8][C:9]1[CH:10]=[C:11]([NH:17][C:18]2[O:22][N:21]=[C:20]([CH3:23])[CH:19]=2)[C:12]([C:15]#[N:16])=[N:13][CH:14]=1.[OH-].[Na+].OO.CC(O)=[O:30]. Product: [NH2:1][C@H:2]1[CH2:7][CH2:6][CH2:5][CH2:4][C@H:3]1[NH:8][C:9]1[CH:10]=[C:11]([NH:17][C:18]2[O:22][N:21]=[C:20]([CH3:23])[CH:19]=2)[C:12]([C:15]([NH2:16])=[O:30])=[N:13][CH:14]=1. The catalyst class is: 593. (6) Reactant: [CH3:1][C:2]1[CH:3]=[C:4]([NH:11][NH2:12])[CH:5]=[CH:6][C:7]=1[N+:8]([O-:10])=[O:9].[CH2:13]([C:20]([C:22]([F:25])([F:24])[F:23])=O)[C:14]([C:16]([F:19])([F:18])[F:17])=O. Product: [CH3:1][C:2]1[CH:3]=[C:4]([N:11]2[C:20]([C:22]([F:23])([F:25])[F:24])=[CH:13][C:14]([C:16]([F:17])([F:18])[F:19])=[N:12]2)[CH:5]=[CH:6][C:7]=1[N+:8]([O-:10])=[O:9]. The catalyst class is: 11.